Dataset: NCI-60 drug combinations with 297,098 pairs across 59 cell lines. Task: Regression. Given two drug SMILES strings and cell line genomic features, predict the synergy score measuring deviation from expected non-interaction effect. (1) Drug 1: CCC(=C(C1=CC=CC=C1)C2=CC=C(C=C2)OCCN(C)C)C3=CC=CC=C3.C(C(=O)O)C(CC(=O)O)(C(=O)O)O. Synergy scores: CSS=34.3, Synergy_ZIP=-5.65, Synergy_Bliss=1.81, Synergy_Loewe=-1.33, Synergy_HSA=4.84. Cell line: PC-3. Drug 2: C1CCC(C(C1)N)N.C(=O)(C(=O)[O-])[O-].[Pt+4]. (2) Drug 1: CC1C(C(CC(O1)OC2CC(CC3=C2C(=C4C(=C3O)C(=O)C5=C(C4=O)C(=CC=C5)OC)O)(C(=O)C)O)N)O.Cl. Drug 2: CN1C(=O)N2C=NC(=C2N=N1)C(=O)N. Cell line: CCRF-CEM. Synergy scores: CSS=29.8, Synergy_ZIP=9.27, Synergy_Bliss=12.7, Synergy_Loewe=-44.2, Synergy_HSA=8.19. (3) Drug 1: CCC1(CC2CC(C3=C(CCN(C2)C1)C4=CC=CC=C4N3)(C5=C(C=C6C(=C5)C78CCN9C7C(C=CC9)(C(C(C8N6C)(C(=O)OC)O)OC(=O)C)CC)OC)C(=O)OC)O.OS(=O)(=O)O. Drug 2: C1=NC2=C(N1)C(=S)N=CN2. Cell line: CCRF-CEM. Synergy scores: CSS=49.9, Synergy_ZIP=1.57, Synergy_Bliss=1.75, Synergy_Loewe=-3.06, Synergy_HSA=-2.69. (4) Drug 1: C1=CC(=CC=C1CCCC(=O)O)N(CCCl)CCCl. Drug 2: CN(CC1=CN=C2C(=N1)C(=NC(=N2)N)N)C3=CC=C(C=C3)C(=O)NC(CCC(=O)O)C(=O)O. Cell line: IGROV1. Synergy scores: CSS=35.5, Synergy_ZIP=-11.5, Synergy_Bliss=-9.17, Synergy_Loewe=-3.23, Synergy_HSA=-1.61. (5) Drug 1: C1=CC(=C2C(=C1NCCNCCO)C(=O)C3=C(C=CC(=C3C2=O)O)O)NCCNCCO. Drug 2: COCCOC1=C(C=C2C(=C1)C(=NC=N2)NC3=CC=CC(=C3)C#C)OCCOC.Cl. Cell line: SK-MEL-28. Synergy scores: CSS=47.5, Synergy_ZIP=4.49, Synergy_Bliss=5.79, Synergy_Loewe=-22.3, Synergy_HSA=5.61. (6) Drug 1: CN(C)C1=NC(=NC(=N1)N(C)C)N(C)C. Drug 2: C1=NC(=NC(=O)N1C2C(C(C(O2)CO)O)O)N. Cell line: SK-MEL-5. Synergy scores: CSS=-7.77, Synergy_ZIP=3.76, Synergy_Bliss=0.688, Synergy_Loewe=-9.14, Synergy_HSA=-5.89. (7) Drug 1: CC1CCC2CC(C(=CC=CC=CC(CC(C(=O)C(C(C(=CC(C(=O)CC(OC(=O)C3CCCCN3C(=O)C(=O)C1(O2)O)C(C)CC4CCC(C(C4)OC)O)C)C)O)OC)C)C)C)OC. Drug 2: C#CCC(CC1=CN=C2C(=N1)C(=NC(=N2)N)N)C3=CC=C(C=C3)C(=O)NC(CCC(=O)O)C(=O)O. Cell line: BT-549. Synergy scores: CSS=21.9, Synergy_ZIP=-1.10, Synergy_Bliss=-3.14, Synergy_Loewe=-8.74, Synergy_HSA=-2.75.